From a dataset of Reaction yield outcomes from USPTO patents with 853,638 reactions. Predict the reaction yield, written as a fraction of the theoretical maximum amount of product (1.0 means a 100% yield; for example, 0.34 means a 34% yield). (1) The reactants are I[CH2:2][C@@H:3]([CH3:16])[CH2:4][N:5]1[C:10]2[CH:11]=[CH:12][CH:13]=[CH:14][C:9]=2[S:8][CH2:7][C:6]1=[O:15].[CH2:17]([O:20][CH:21]1[CH2:26][CH2:25][NH:24][CH2:23][CH2:22]1)[CH2:18][CH3:19]. The catalyst is CC#N. The product is [CH3:16][C@H:3]([CH2:2][N:24]1[CH2:25][CH2:26][CH:21]([O:20][CH2:17][CH2:18][CH3:19])[CH2:22][CH2:23]1)[CH2:4][N:5]1[C:10]2[CH:11]=[CH:12][CH:13]=[CH:14][C:9]=2[S:8][CH2:7][C:6]1=[O:15]. The yield is 0.490. (2) The reactants are [Br:1][C:2]1[CH:7]=[CH:6][C:5]([C:8]2([OH:26])[CH2:13][CH2:12][N:11]([C:14]([C:16]3[CH:21]=[CH:20][C:19]([CH3:22])=[C:18]([N+:23]([O-])=O)[CH:17]=3)=[O:15])[CH2:10][CH2:9]2)=[CH:4][CH:3]=1. The catalyst is CN(C=O)C.O.O.O.O.O.O.O.[Fe](Cl)(Cl)Cl.[Zn]. The product is [NH2:23][C:18]1[CH:17]=[C:16]([C:14]([N:11]2[CH2:10][CH2:9][C:8]([C:5]3[CH:4]=[CH:3][C:2]([Br:1])=[CH:7][CH:6]=3)([OH:26])[CH2:13][CH2:12]2)=[O:15])[CH:21]=[CH:20][C:19]=1[CH3:22]. The yield is 0.930. (3) The reactants are [CH:1]1([P:7]([CH:29]2[CH2:34][CH2:33][CH2:32][CH2:31][CH2:30]2)[C:8]2[CH:13]=[CH:12][CH:11]=[CH:10][C:9]=2[C:14]2[C:19]([CH:20]([CH3:22])[CH3:21])=[CH:18][C:17](C(C)C)=[CH:16][C:15]=2[CH:26]([CH3:28])[CH3:27])[CH2:6][CH2:5][CH2:4][CH2:3][CH2:2]1.C(Cl)Cl.[OH:38][S:39](O)(=[O:41])=[O:40].[OH-].[Na+:44]. The catalyst is CO. The product is [CH:1]1([P:7]([CH:29]2[CH2:34][CH2:33][CH2:32][CH2:31][CH2:30]2)[C:8]2[CH:13]=[CH:12][CH:11]=[CH:10][C:9]=2[C:14]2[C:19]([CH:20]([CH3:22])[CH3:21])=[CH:18][C:17]([S:39]([O-:41])(=[O:40])=[O:38])=[CH:16][C:15]=2[CH:26]([CH3:28])[CH3:27])[CH2:6][CH2:5][CH2:4][CH2:3][CH2:2]1.[Na+:44]. The yield is 0.940. (4) The reactants are [NH2:1][C:2]1[C:3]([NH:12][CH2:13][CH:14]([O:17][CH3:18])[O:15][CH3:16])=[C:4]([CH:9]=[CH:10][CH:11]=1)[C:5]([O:7][CH3:8])=[O:6].[S:19](=[O:23])(=[O:22])(N)N. The catalyst is COCCOCCOC. The product is [CH3:16][O:15][CH:14]([O:17][CH3:18])[CH2:13][N:12]1[C:3]2[C:4]([C:5]([O:7][CH3:8])=[O:6])=[CH:9][CH:10]=[CH:11][C:2]=2[NH:1][S:19]1(=[O:23])=[O:22]. The yield is 0.270. (5) The reactants are N[C:2]1[N:11]=[CH:10][C:9]2[CH2:8][CH:7]([NH:12][C:13](=[O:19])[O:14][C:15]([CH3:18])([CH3:17])[CH3:16])[CH2:6][CH2:5][C:4]=2[N:3]=1.[I:20]CI.[N+]([O-])(OCCC(C)C)=O. The catalyst is C1COCC1.[Cu]I. The product is [I:20][C:2]1[N:11]=[CH:10][C:9]2[CH2:8][CH:7]([NH:12][C:13](=[O:19])[O:14][C:15]([CH3:18])([CH3:17])[CH3:16])[CH2:6][CH2:5][C:4]=2[N:3]=1. The yield is 0.410. (6) The reactants are [CH3:1][O-:2].[Na+].Cl[C:5]1[S:6][C:7]([CH:11]2[O:15][CH2:14][CH2:13][O:12]2)=[C:8]([Cl:10])[N:9]=1. The catalyst is CO. The product is [Cl:10][C:8]1[N:9]=[C:5]([O:2][CH3:1])[S:6][C:7]=1[CH:11]1[O:15][CH2:14][CH2:13][O:12]1. The yield is 0.930.